From a dataset of Forward reaction prediction with 1.9M reactions from USPTO patents (1976-2016). Predict the product of the given reaction. (1) Given the reactants [CH:1]1[C:13]2[CH:12]([CH2:14][O:15][C:16]([NH:18][C:19]([CH3:44])([C:21]([NH:23][C@H:24]([C:28]([N:30]([C@@H:32]([C@@H:40]([CH3:43])[CH2:41][CH3:42])[C@H:33]([O:38][CH3:39])[CH2:34][C:35](O)=[O:36])[CH3:31])=[O:29])[CH:25]([CH3:27])[CH3:26])=[O:22])[CH3:20])=[O:17])[C:11]3[C:6](=[CH:7][CH:8]=[CH:9][CH:10]=3)[C:5]=2[CH:4]=[CH:3][CH:2]=1.Cl.[CH3:46][O:47][C@@H:48]([C@@H:66]1[CH2:70][CH2:69][CH2:68][NH:67]1)[C@@H:49]([CH3:65])[C:50]([NH:52][C@H:53]([C:61]([O:63][CH3:64])=[O:62])[CH2:54][C:55]1[CH:60]=[CH:59][CH:58]=[CH:57][CH:56]=1)=[S:51].CN(C(ON1N=NC2C=CC=NC1=2)=[N+](C)C)C.F[P-](F)(F)(F)(F)F.C(N(C(C)C)CC)(C)C, predict the reaction product. The product is: [CH:1]1[C:13]2[CH:12]([CH2:14][O:15][C:16]([NH:18][C:19]([CH3:44])([C:21]([NH:23][C@H:24]([C:28]([N:30]([C@@H:32]([C@@H:40]([CH3:43])[CH2:41][CH3:42])[C@H:33]([O:38][CH3:39])[CH2:34][C:35]([N:67]3[CH2:68][CH2:69][CH2:70][C@H:66]3[C@H:48]([O:47][CH3:46])[C@@H:49]([CH3:65])[C:50]([NH:52][C@@H:53]([CH2:54][C:55]3[CH:56]=[CH:57][CH:58]=[CH:59][CH:60]=3)[C:61]([O:63][CH3:64])=[O:62])=[S:51])=[O:36])[CH3:31])=[O:29])[CH:25]([CH3:27])[CH3:26])=[O:22])[CH3:20])=[O:17])[C:11]3[C:6](=[CH:7][CH:8]=[CH:9][CH:10]=3)[C:5]=2[CH:4]=[CH:3][CH:2]=1. (2) The product is: [F:1][C@H:2]1[C@@H:7]2[O:8][CH:9]([C:12]3[CH:17]=[CH:16][CH:15]=[CH:14][CH:13]=3)[O:10][CH2:11][C@H:6]2[O:5][CH2:4][C@H:3]1[N:31]1[CH:32]=[C:27]([I:26])[C:28](=[O:42])[N:29]([CH2:34][O:35][CH2:36][CH2:37][Si:38]([CH3:40])([CH3:39])[CH3:41])[C:30]1=[O:33]. Given the reactants [F:1][C@H:2]1[C@@H:7]2[O:8][CH:9]([C:12]3[CH:17]=[CH:16][CH:15]=[CH:14][CH:13]=3)[O:10][CH2:11][C@H:6]2[O:5][CH2:4][C@@H:3]1OS(C(F)(F)F)(=O)=O.[I:26][C:27]1[C:28](=[O:42])[N:29]([CH2:34][O:35][CH2:36][CH2:37][Si:38]([CH3:41])([CH3:40])[CH3:39])[C:30](=[O:33])[NH:31][CH:32]=1.[H-].[Na+], predict the reaction product. (3) Given the reactants [Cl:1][C:2]1[N:3]=[C:4]([N:13]2[CH2:18][CH2:17][O:16][CH2:15][CH2:14]2)[C:5]2[S:10][C:9]([CH:11]=O)=[CH:8][C:6]=2[N:7]=1.Cl.Cl.[CH:21]1([N:24]2[CH2:29][CH2:28][NH:27][CH2:26][CH2:25]2)[CH2:23][CH2:22]1.ClC1N=C(N2CCOCC2)C2C=C(CN3CCN(C4CC4)CC3)SC=2N=1, predict the reaction product. The product is: [Cl:1][C:2]1[N:3]=[C:4]([N:13]2[CH2:18][CH2:17][O:16][CH2:15][CH2:14]2)[C:5]2[S:10][C:9]([CH2:11][N:27]3[CH2:28][CH2:29][N:24]([CH:21]4[CH2:23][CH2:22]4)[CH2:25][CH2:26]3)=[CH:8][C:6]=2[N:7]=1. (4) Given the reactants [C:1]1([C@@H:7]2[CH2:9][C@H:8]2[C:10]([NH:12][NH2:13])=[O:11])[CH:6]=[CH:5][CH:4]=[CH:3][CH:2]=1.[CH3:14][O:15][C:16]1[CH:17]=[C:18]([CH:21]=[CH:22][C:23]=1[O:24][CH2:25][C:26]1[CH:27]=[N:28][CH:29]=[CH:30][CH:31]=1)[CH:19]=O, predict the reaction product. The product is: [CH3:14][O:15][C:16]1[CH:17]=[C:18]([CH:21]=[CH:22][C:23]=1[O:24][CH2:25][C:26]1[CH:27]=[N:28][CH:29]=[CH:30][CH:31]=1)[CH:19]=[N:13][NH:12][C:10]([C@@H:8]1[CH2:9][C@H:7]1[C:1]1[CH:6]=[CH:5][CH:4]=[CH:3][CH:2]=1)=[O:11].